From a dataset of Forward reaction prediction with 1.9M reactions from USPTO patents (1976-2016). Predict the product of the given reaction. (1) Given the reactants [NH:1]1[C:9]2[C:4](=[CH:5][CH:6]=[CH:7][CH:8]=2)[C:3]([CH2:10][C:11](=[O:15])[C:12]([O-:14])=[O:13])=[CH:2]1.[NH2:16][C@H:17]([C:23]([O-:25])=[O:24])[CH2:18]CC([O-])=O.C1N=C(N)C2N=CN([C@@H]3O[C@H](COP(OP(OC[C@H]4O[C@@H](N5C=C(C(N)=O)CC=C5)[C@H](O)[C@@H]4O)(O)=O)(O)=O)[C@@H](O)[C@H]3O)C=2N=1.N[C@H](C([O-])=O)CC([O-])=O, predict the reaction product. The product is: [CH:6]1[CH:5]=[C:4]2[C:3]([CH2:10][C@@:11]([OH:15])([C:12]([OH:14])=[O:13])[CH2:18][C@H:17]([NH2:16])[C:23]([OH:25])=[O:24])=[CH:2][NH:1][C:9]2=[CH:8][CH:7]=1. (2) Given the reactants [NH2:1][C:2]1[S:3][CH:4]=[C:5]([C:11]2[CH:16]=[CH:15][C:14]([Cl:17])=[CH:13][CH:12]=2)[C:6]=1[C:7]([O:9][CH3:10])=[O:8].[C:18](Cl)(=[O:25])[C:19]1[CH:24]=[CH:23][CH:22]=[CH:21][CH:20]=1.N1C=CC=CC=1, predict the reaction product. The product is: [C:18]([NH:1][C:2]1[S:3][CH:4]=[C:5]([C:11]2[CH:16]=[CH:15][C:14]([Cl:17])=[CH:13][CH:12]=2)[C:6]=1[C:7]([O:9][CH3:10])=[O:8])(=[O:25])[C:19]1[CH:24]=[CH:23][CH:22]=[CH:21][CH:20]=1. (3) Given the reactants [CH3:1][C:2]1[CH:3]=[CH:4][C:5]([S:9][C:10]2[CH:11]=[CH:12][CH:13]=[CH:14][C:15]=2[N:16]2[CH2:21][CH2:20][NH:19][CH2:18][CH2:17]2)=[C:6]([CH3:8])[CH:7]=1.[Cl:22][C:23]1[CH:28]=[CH:27][C:26]([S:29]([OH:32])(=[O:31])=[O:30])=[CH:25][CH:24]=1, predict the reaction product. The product is: [CH3:1][C:2]1[CH:3]=[CH:4][C:5]([S:9][C:10]2[CH:11]=[CH:12][CH:13]=[CH:14][C:15]=2[N:16]2[CH2:17][CH2:18][NH:19][CH2:20][CH2:21]2)=[C:6]([CH3:8])[CH:7]=1.[Cl:22][C:23]1[CH:24]=[CH:25][C:26]([S:29]([O-:32])(=[O:30])=[O:31])=[CH:27][CH:28]=1. (4) Given the reactants [CH3:1][O:2][C:3]1[CH:9]=[CH:8][CH:7]=[CH:6][C:4]=1[NH2:5].C(N(CC)CC)C.C(Cl)(Cl)=O.ClC1C=C(C=CC=1Cl)[C:25]([NH:27][CH:28]1[C:34](=[O:35])[NH:33][C:32]2[CH:36]=[CH:37][CH:38]=[CH:39][C:31]=2[C:30]([C:40]2[CH:45]=[CH:44][CH:43]=[CH:42][CH:41]=2)=[N:29]1)=[O:26], predict the reaction product. The product is: [CH3:1][O:2][C:3]1[CH:9]=[CH:8][CH:7]=[CH:6][C:4]=1[NH:5][C:25]([NH:27][CH:28]1[C:34](=[O:35])[NH:33][C:32]2[CH:36]=[CH:37][CH:38]=[CH:39][C:31]=2[C:30]([C:40]2[CH:45]=[CH:44][CH:43]=[CH:42][CH:41]=2)=[N:29]1)=[O:26]. (5) The product is: [Br:9][C:17]1[CH2:16][CH2:15][N:14]([CH:20]2[CH2:25][CH2:24][N:23]([C:26]([O:28][CH2:29][C:30]3[CH:35]=[CH:34][CH:33]=[CH:32][CH:31]=3)=[O:27])[CH2:22][CH2:21]2)[C:13](=[O:12])[CH:18]=1. Given the reactants CN(C=O)C.C(Br)(=O)C([Br:9])=O.[O:12]=[C:13]1[CH2:18][C:17](=O)[CH2:16][CH2:15][N:14]1[CH:20]1[CH2:25][CH2:24][N:23]([C:26]([O:28][CH2:29][C:30]2[CH:35]=[CH:34][CH:33]=[CH:32][CH:31]=2)=[O:27])[CH2:22][CH2:21]1, predict the reaction product. (6) Given the reactants C(N(CC)CC)C.Cl[C:9]([O:11][CH3:12])=[O:10].[C:13]1([CH2:19][N:20]2[CH2:25][CH2:24][N:23]([C:26]3[CH:27]=[C:28]([NH2:32])[CH:29]=[CH:30][CH:31]=3)[CH2:22][CH2:21]2)[CH:18]=[CH:17][CH:16]=[CH:15][CH:14]=1.O, predict the reaction product. The product is: [C:13]1([CH2:19][N:20]2[CH2:21][CH2:22][N:23]([C:26]3[CH:27]=[C:28]([NH:32][C:9](=[O:10])[O:11][CH3:12])[CH:29]=[CH:30][CH:31]=3)[CH2:24][CH2:25]2)[CH:18]=[CH:17][CH:16]=[CH:15][CH:14]=1. (7) Given the reactants [CH3:1][OH:2].[H-].[Na+].[Br:5][C:6]1[CH:7]=[C:8]([CH:11]=[C:12]([CH2:14]Br)[CH:13]=1)[C:9]#[N:10], predict the reaction product. The product is: [Br:5][C:6]1[CH:7]=[C:8]([CH:11]=[C:12]([CH2:14][O:2][CH3:1])[CH:13]=1)[C:9]#[N:10]. (8) Given the reactants [NH2:1][C:2]([NH2:4])=[S:3].[Br:5][CH2:6][C:7]1[CH:12]=[CH:11][C:10]([N+:13]([O-:15])=[O:14])=[CH:9][CH:8]=1, predict the reaction product. The product is: [BrH:5].[C:2]([S:3][CH2:6][C:7]1[CH:12]=[CH:11][C:10]([N+:13]([O-:15])=[O:14])=[CH:9][CH:8]=1)(=[NH:4])[NH2:1]. (9) Given the reactants [NH:1]1[CH:5]=[C:4]([C:6]2[C:7]([NH2:12])=[N:8][CH:9]=[CH:10][CH:11]=2)[CH:3]=[N:2]1.[H-].[Na+].Cl[CH2:16][C:17]1[CH:18]=[CH:19][C:20]([O:23][C:24]2[CH:29]=[CH:28][CH:27]=[CH:26][CH:25]=2)=[N:21][CH:22]=1, predict the reaction product. The product is: [O:23]([C:20]1[N:21]=[CH:22][C:17]([CH2:16][N:1]2[CH:5]=[C:4]([C:6]3[C:7]([NH2:12])=[N:8][CH:9]=[CH:10][CH:11]=3)[CH:3]=[N:2]2)=[CH:18][CH:19]=1)[C:24]1[CH:25]=[CH:26][CH:27]=[CH:28][CH:29]=1. (10) Given the reactants [N+:1]([C:4]1[CH:5]=[C:6]([OH:10])[CH:7]=[CH:8][CH:9]=1)([O-])=O.Br[CH2:12][C:13]1[CH:20]=[CH:19][C:16]([C:17]#[N:18])=[CH:15][CH:14]=1.BrCC1C=CC=C(F)C=1, predict the reaction product. The product is: [NH2:1][C:4]1[CH:5]=[C:6]([CH:7]=[CH:8][CH:9]=1)[O:10][CH2:12][C:13]1[CH:20]=[CH:19][C:16]([C:17]#[N:18])=[CH:15][CH:14]=1.